The task is: Predict the reactants needed to synthesize the given product.. This data is from Full USPTO retrosynthesis dataset with 1.9M reactions from patents (1976-2016). (1) Given the product [CH3:39][N:40]1[CH2:45][CH2:44][CH:43]([O:15][C:16]2[CH:17]=[CH:18][C:19]([O:31][CH2:32][C:33]3[CH:34]=[CH:35][CH:36]=[CH:37][CH:38]=3)=[C:20]([CH:30]=2)[C:21]([NH:23][C:24]2[CH:25]=[N:26][CH:27]=[CH:28][CH:29]=2)=[O:22])[CH2:42][CH2:41]1, predict the reactants needed to synthesize it. The reactants are: CC(OC(/N=N/C(OC(C)C)=O)=O)C.[OH:15][C:16]1[CH:17]=[CH:18][C:19]([O:31][CH2:32][C:33]2[CH:38]=[CH:37][CH:36]=[CH:35][CH:34]=2)=[C:20]([CH:30]=1)[C:21]([NH:23][C:24]1[CH:25]=[N:26][CH:27]=[CH:28][CH:29]=1)=[O:22].[CH3:39][N:40]1[CH2:45][CH2:44][CH:43](O)[CH2:42][CH2:41]1.C1C=CC(P(C2C=CC=CC=2)C2C=CC=CC=2)=CC=1. (2) Given the product [I:19][C:6]1[CH:7]=[C:8]([C:10]([F:13])([F:12])[F:11])[CH:9]=[C:4]([O:3][CH3:2])[CH:5]=1, predict the reactants needed to synthesize it. The reactants are: Cl.[CH3:2][O:3][C:4]1[CH:5]=[C:6](N)[CH:7]=[C:8]([C:10]([F:13])([F:12])[F:11])[CH:9]=1.N([O-])=O.[Na+].[I-:19].[K+].C([O-])([O-])=O.[Na+].[Na+]. (3) Given the product [Cl:1][C:2]1[CH:7]=[CH:6][C:5]([CH2:8][CH2:9][NH:10][C:17]([CH:11]2[CH2:16][CH2:15][CH2:14][CH2:13][CH2:12]2)=[O:18])=[CH:4][CH:3]=1, predict the reactants needed to synthesize it. The reactants are: [Cl:1][C:2]1[CH:7]=[CH:6][C:5]([CH2:8][CH2:9][NH2:10])=[CH:4][CH:3]=1.[CH:11]1([C:17](Cl)=[O:18])[CH2:16][CH2:15][CH2:14][CH2:13][CH2:12]1. (4) Given the product [CH3:11][O:9][C:8](=[O:10])[CH2:7][CH2:6][C:4]1[N:3]=[CH:2][NH:1][CH:5]=1, predict the reactants needed to synthesize it. The reactants are: [NH:1]1[CH:5]=[C:4]([CH2:6][CH2:7][C:8]([OH:10])=[O:9])[N:3]=[CH:2]1.[CH3:11][Si](C)(C)Cl. (5) Given the product [Br:1][C:2]1[CH:10]=[CH:9][C:5]([C:6]([NH:18][S:15]([CH2:13][CH3:14])(=[O:17])=[O:16])=[O:8])=[CH:4][C:3]=1[O:11][CH3:12], predict the reactants needed to synthesize it. The reactants are: [Br:1][C:2]1[CH:10]=[CH:9][C:5]([C:6]([OH:8])=O)=[CH:4][C:3]=1[O:11][CH3:12].[CH2:13]([S:15]([NH2:18])(=[O:17])=[O:16])[CH3:14].Cl.C(N=C=NCCCN(C)C)C.